This data is from Peptide-MHC class I binding affinity with 185,985 pairs from IEDB/IMGT. The task is: Regression. Given a peptide amino acid sequence and an MHC pseudo amino acid sequence, predict their binding affinity value. This is MHC class I binding data. (1) The peptide sequence is EEFLQCGRL. The MHC is HLA-B58:01 with pseudo-sequence HLA-B58:01. The binding affinity (normalized) is 0.0847. (2) The peptide sequence is RLEDVFAGK. The MHC is HLA-A33:01 with pseudo-sequence HLA-A33:01. The binding affinity (normalized) is 0. (3) The peptide sequence is FTILALFLAH. The MHC is HLA-B35:01 with pseudo-sequence HLA-B35:01. The binding affinity (normalized) is 0.0641. (4) The peptide sequence is YPQPQPQY. The MHC is HLA-B53:01 with pseudo-sequence HLA-B53:01. The binding affinity (normalized) is 0.206.